This data is from Full USPTO retrosynthesis dataset with 1.9M reactions from patents (1976-2016). The task is: Predict the reactants needed to synthesize the given product. (1) Given the product [N+:1]([C:4]1[CH:5]=[CH:6][C:7]([NH:10][CH:11]2[CH2:16][CH2:15][N:14]([C:17](=[S:47])[CH2:18][CH2:19][CH2:20][N:21]3[CH2:26][CH2:25][N:24]([C:27]4[CH:32]=[CH:31][C:30]([C:33]([F:36])([F:35])[F:34])=[CH:29][CH:28]=4)[CH2:23][CH2:22]3)[CH2:13][CH2:12]2)=[N:8][CH:9]=1)([O-:3])=[O:2], predict the reactants needed to synthesize it. The reactants are: [N+:1]([C:4]1[CH:5]=[CH:6][C:7]([NH:10][CH:11]2[CH2:16][CH2:15][N:14]([C:17](=O)[CH2:18][CH2:19][CH2:20][N:21]3[CH2:26][CH2:25][N:24]([C:27]4[CH:32]=[CH:31][C:30]([C:33]([F:36])([F:35])[F:34])=[CH:29][CH:28]=4)[CH2:23][CH2:22]3)[CH2:13][CH2:12]2)=[N:8][CH:9]=1)([O-:3])=[O:2].COC1C=CC(P2(SP(C3C=CC(OC)=CC=3)(=S)S2)=[S:47])=CC=1. (2) The reactants are: Br[C:2]1[CH:3]=[C:4]([CH:8]2[O:12]CCO2)[CH:5]=[CH:6][CH:7]=1.[Cl:13][C:14]1[CH:19]=[CH:18][C:17]([S:20][S:20][C:17]2[CH:18]=[CH:19][C:14]([Cl:13])=[CH:15][CH:16]=2)=[CH:16][CH:15]=1. Given the product [Cl:13][C:14]1[CH:19]=[CH:18][C:17]([S:20][C:2]2[CH:3]=[C:4]([CH:5]=[CH:6][CH:7]=2)[CH:8]=[O:12])=[CH:16][CH:15]=1, predict the reactants needed to synthesize it. (3) Given the product [NH3:3].[N:3]1([CH2:8][CH2:9][CH2:10][O:11][C:12]2[CH:13]=[CH:14][C:15]([C:18]3([C:19]#[N:20])[CH2:25][CH2:24][CH2:23][CH2:22]3)=[CH:16][CH:17]=2)[CH2:4][CH2:5][CH2:6][CH2:7]1, predict the reactants needed to synthesize it. The reactants are: [H-].[Na+].[N:3]1([CH2:8][CH2:9][CH2:10][O:11][C:12]2[CH:17]=[CH:16][C:15]([CH2:18][C:19]#[N:20])=[CH:14][CH:13]=2)[CH2:7][CH2:6][CH2:5][CH2:4]1.Br[CH2:22][CH2:23][CH2:24][CH2:25]Br. (4) Given the product [C:14]1([N:20]2[C:4]([NH2:5])=[CH:3][C:2]([C:6]3([C:9]([F:10])([F:11])[F:12])[CH2:8][CH2:7]3)=[N:21]2)[CH:19]=[CH:18][CH:17]=[CH:16][CH:15]=1, predict the reactants needed to synthesize it. The reactants are: O=[C:2]([C:6]1([C:9]([F:12])([F:11])[F:10])[CH2:8][CH2:7]1)[CH2:3][C:4]#[N:5].Cl.[C:14]1([NH:20][NH2:21])[CH:19]=[CH:18][CH:17]=[CH:16][CH:15]=1. (5) The reactants are: [CH3:1][C:2]([CH3:5])([O-])[CH3:3].[K+].[CH2:7]([N:14]([CH2:26][C:27]1[CH:32]=[CH:31][CH:30]=[CH:29][CH:28]=1)[C:15]1[C:20]([N+:21]([O-:23])=[O:22])=[C:19]([NH2:24])[CH:18]=[C:17]([Br:25])[N:16]=1)[C:8]1[CH:13]=[CH:12][CH:11]=[CH:10][CH:9]=1. Given the product [CH2:26]([N:14]([CH2:7][C:8]1[CH:9]=[CH:10][CH:11]=[CH:12][CH:13]=1)[C:15]1[C:20]([N+:21]([O-:23])=[O:22])=[C:19]([NH:24][CH2:1][C:2]2[CH:5]=[N:21][C:20]([CH3:15])=[CH:19][CH:3]=2)[CH:18]=[C:17]([Br:25])[N:16]=1)[C:27]1[CH:32]=[CH:31][CH:30]=[CH:29][CH:28]=1, predict the reactants needed to synthesize it. (6) Given the product [CH2:17]([O:19][C:20](=[O:33])[CH2:21][O:22][C:23]1[CH:28]=[CH:27][CH:26]=[C:25]([C:29]([CH2:30][CH3:31])=[C:8]([C:10]2[CH:15]=[CH:14][C:13]([OH:16])=[CH:12][CH:11]=2)[C:5]2[CH:6]=[CH:7][C:2]([OH:1])=[CH:3][CH:4]=2)[CH:24]=1)[CH3:18], predict the reactants needed to synthesize it. The reactants are: [OH:1][C:2]1[CH:7]=[CH:6][C:5]([C:8]([C:10]2[CH:15]=[CH:14][C:13]([OH:16])=[CH:12][CH:11]=2)=O)=[CH:4][CH:3]=1.[CH2:17]([O:19][C:20](=[O:33])[CH2:21][O:22][C:23]1[CH:28]=[CH:27][CH:26]=[C:25]([C:29](=O)[CH2:30][CH3:31])[CH:24]=1)[CH3:18]. (7) Given the product [Br:1][C:2]1[CH:11]=[C:10]2[C:5]([CH:6]=[CH:7][N:8]=[C:9]2[N:16]([CH2:17][CH2:18][CH3:19])[CH2:13][CH2:14][CH3:15])=[CH:4][CH:3]=1, predict the reactants needed to synthesize it. The reactants are: [Br:1][C:2]1[CH:11]=[C:10]2[C:5]([CH:6]=[CH:7][N:8]=[C:9]2Cl)=[CH:4][CH:3]=1.[CH2:13]([NH:16][CH2:17][CH2:18][CH3:19])[CH2:14][CH3:15].